This data is from Full USPTO retrosynthesis dataset with 1.9M reactions from patents (1976-2016). The task is: Predict the reactants needed to synthesize the given product. (1) Given the product [CH2:26]([O:25][C:23]([N:20]1[CH2:19][CH2:18][CH:17]([NH:16][C:3]2[O:4][C:5]3[CH:11]=[CH:10][C:9]([S:12](=[O:14])(=[O:13])[NH2:15])=[CH:8][C:6]=3[N:7]=2)[CH2:22][CH2:21]1)=[O:24])[CH3:27], predict the reactants needed to synthesize it. The reactants are: CS[C:3]1[O:4][C:5]2[CH:11]=[CH:10][C:9]([S:12]([NH2:15])(=[O:14])=[O:13])=[CH:8][C:6]=2[N:7]=1.[NH2:16][CH:17]1[CH2:22][CH2:21][N:20]([C:23]([O:25][CH2:26][CH3:27])=[O:24])[CH2:19][CH2:18]1. (2) Given the product [CH3:12][OH:13].[C:21]([O:26][CH3:27])(=[O:25])[C:22]([CH3:24])=[CH2:23], predict the reactants needed to synthesize it. The reactants are: CC1(C)N([O])C(C)(C)CCC1.[CH3:12][O:13]C1C=CC(O)=CC=1.[C:21]([O:26][CH3:27])(=[O:25])[C:22]([CH3:24])=[CH2:23]. (3) Given the product [Cl:1][CH2:2][C:3]([N:6]1[CH2:10][CH2:9][CH2:8][CH2:7]1)=[O:4], predict the reactants needed to synthesize it. The reactants are: [Cl:1][CH2:2][C:3](Cl)=[O:4].[NH:6]1[CH2:10][CH2:9][CH2:8][CH2:7]1.C(=O)([O-])[O-].[K+].[K+]. (4) Given the product [CH3:3][C:4]1[CH:9]=[C:8]([C:10]([CH3:12])=[O:11])[CH:7]=[CH:6][C:5]=1[O:13][CH3:15], predict the reactants needed to synthesize it. The reactants are: [H-].[Na+].[CH3:3][C:4]1[CH:9]=[C:8]([C:10]([CH3:12])=[O:11])[CH:7]=[CH:6][C:5]=1[OH:13].I[CH3:15].O.